From a dataset of Reaction yield outcomes from USPTO patents with 853,638 reactions. Predict the reaction yield, written as a fraction of the theoretical maximum amount of product (1.0 means a 100% yield; for example, 0.34 means a 34% yield). (1) The reactants are Cl[C:2]1[C:7]([CH:8]=[O:9])=[C:6]([Cl:10])[N:5]=[C:4]([S:11][CH3:12])[N:3]=1.[CH:13]1([NH2:19])[CH2:18][CH2:17][CH2:16][CH2:15][CH2:14]1. The catalyst is C(#N)C.O. The product is [Cl:10][C:6]1[C:7]([CH:8]=[O:9])=[C:2]([NH:19][CH:13]2[CH2:18][CH2:17][CH2:16][CH2:15][CH2:14]2)[N:3]=[C:4]([S:11][CH3:12])[N:5]=1. The yield is 0.990. (2) The reactants are [Br:1][C:2]1[NH:3][C:4]2[C:9]([C:10]=1[CH:11]1[CH2:16][CH2:15][CH2:14][CH2:13][CH2:12]1)=[CH:8][CH:7]=[C:6]([C:17]([O:19][CH3:20])=[O:18])[CH:5]=2.[H-].[Na+].[C:23]([O:27][C:28](=[O:31])[CH2:29]Br)([CH3:26])([CH3:25])[CH3:24]. The catalyst is CN(C=O)C.CCOC(C)=O. The product is [Br:1][C:2]1[N:3]([CH2:29][C:28]([O:27][C:23]([CH3:26])([CH3:25])[CH3:24])=[O:31])[C:4]2[C:9]([C:10]=1[CH:11]1[CH2:16][CH2:15][CH2:14][CH2:13][CH2:12]1)=[CH:8][CH:7]=[C:6]([C:17]([O:19][CH3:20])=[O:18])[CH:5]=2. The yield is 0.830.